Dataset: Full USPTO retrosynthesis dataset with 1.9M reactions from patents (1976-2016). Task: Predict the reactants needed to synthesize the given product. (1) The reactants are: [CH2:1]([O:8][C@H:9]1[C@H:14]([O:15][CH2:16][C:17]2[CH:22]=[CH:21][CH:20]=[CH:19][CH:18]=2)[C@H:13]([O:23][CH2:24][C:25]2[CH:30]=[CH:29][CH:28]=[CH:27][CH:26]=2)[O:12][CH2:11][C@@H:10]1[OH:31])[C:2]1[CH:7]=[CH:6][CH:5]=[CH:4][CH:3]=1.N1C=CC=CC=1.[F:38][C:39]([F:52])([F:51])[S:40](O[S:40]([C:39]([F:52])([F:51])[F:38])(=[O:42])=[O:41])(=[O:42])=[O:41].Cl.C([O-])([O-])=O.[K+].[K+]. Given the product [F:38][C:39]([F:52])([F:51])[S:40]([O:31][C@@H:10]1[C@@H:9]([O:8][CH2:1][C:2]2[CH:7]=[CH:6][CH:5]=[CH:4][CH:3]=2)[C@H:14]([O:15][CH2:16][C:17]2[CH:22]=[CH:21][CH:20]=[CH:19][CH:18]=2)[C@H:13]([O:23][CH2:24][C:25]2[CH:26]=[CH:27][CH:28]=[CH:29][CH:30]=2)[O:12][CH2:11]1)(=[O:42])=[O:41], predict the reactants needed to synthesize it. (2) The reactants are: [Cl:1][C:2]1[C:3]([CH3:31])=[C:4]([NH:10][C@H:11]([C@H:28]([OH:30])[CH3:29])[C:12]([NH:14][NH:15][C:16](=O)[C:17]2[CH:22]=[CH:21][C:20]([S:23]([CH3:26])(=[O:25])=[O:24])=[CH:19][CH:18]=2)=[O:13])[CH:5]=[CH:6][C:7]=1[C:8]#[N:9].S(Cl)(C1C=CC(C)=CC=1)(=O)=O.C(N=P1(N(CC)CC)N(C)CCCN1C)(C)(C)C. Given the product [Cl:1][C:2]1[C:3]([CH3:31])=[C:4]([NH:10][C@@H:11]([C:12]2[O:13][C:16]([C:17]3[CH:18]=[CH:19][C:20]([S:23]([CH3:26])(=[O:24])=[O:25])=[CH:21][CH:22]=3)=[N:15][N:14]=2)[C@H:28]([OH:30])[CH3:29])[CH:5]=[CH:6][C:7]=1[C:8]#[N:9], predict the reactants needed to synthesize it. (3) Given the product [NH2:13][C:12]1[C:2]([Cl:1])=[C:3]([CH:9]=[C:10]([Cl:16])[CH:11]=1)[C:4]([O:6][CH2:7][CH3:8])=[O:5], predict the reactants needed to synthesize it. The reactants are: [Cl:1][C:2]1[C:12]([N+:13]([O-])=O)=[CH:11][C:10]([Cl:16])=[CH:9][C:3]=1[C:4]([O:6][CH2:7][CH3:8])=[O:5].[Cl-].[NH4+]. (4) Given the product [CH2:28]([N:35]1[CH2:36][CH2:37][C:16]2[N:17]=[CH:18][C:13]([Br:12])=[CH:14][C:15]=2[C:20]1=[O:21])[C:29]1[CH:30]=[CH:31][CH:32]=[CH:33][CH:34]=1, predict the reactants needed to synthesize it. The reactants are: C([Li])CCC.N1CCCCC1.[Br:12][C:13]1[CH:14]=[C:15]([C:20](N2CCCCC2)=[O:21])[C:16](C)=[N:17][CH:18]=1.[CH2:28]([NH:35][CH2:36][C:37]#N)[C:29]1[CH:34]=[CH:33][CH:32]=[CH:31][CH:30]=1. (5) Given the product [Br:1][C:2]1[C:3]2[N:11]([CH2:12][CH3:13])[C:10]([C:14]3[C:15]([NH2:21])=[N:16][O:18][N:17]=3)=[N:9][C:4]=2[C:5]([Cl:8])=[N:6][CH:7]=1, predict the reactants needed to synthesize it. The reactants are: [Br:1][C:2]1[C:3]2[N:11]([CH2:12][CH3:13])[C:10]([C:14](=[N:17][OH:18])[C:15]#[N:16])=[N:9][C:4]=2[C:5]([Cl:8])=[N:6][CH:7]=1.C([N:21](CC)CC)C.NO. (6) Given the product [C:1]([C:3]1[C:8]([C:9]#[N:10])=[CH:7][N:6]=[C:5]([NH:11][C:12]([N:14]2[C:23]3[C:18](=[CH:19][CH:20]=[C:21]([CH:24]=[O:25])[N:22]=3)[CH2:17][CH2:16][CH2:15]2)=[O:13])[CH:4]=1)#[N:2], predict the reactants needed to synthesize it. The reactants are: [C:1]([C:3]1[C:8]([C:9]#[N:10])=[CH:7][N:6]=[C:5]([NH:11][C:12]([N:14]2[C:23]3[C:18](=[CH:19][CH:20]=[C:21]([CH:24](OC)[O:25]C)[N:22]=3)[CH2:17][CH2:16][CH2:15]2)=[O:13])[CH:4]=1)#[N:2].O.Cl. (7) The reactants are: [O:1]1[CH:5]=[CH:4][C:3]([C:6]2[CH:7]=[CH:8][C:9]([CH3:13])=[C:10]([CH:12]=2)[NH2:11])=[CH:2]1.[Cl:14][C:15]1[CH:20]=[CH:19][C:18]([NH:21][C:22](=[O:29])[CH2:23][S:24][CH2:25][C:26](O)=[O:27])=[C:17]([C:30]([O:32]C)=[O:31])[CH:16]=1. Given the product [Cl:14][C:15]1[CH:20]=[CH:19][C:18]([NH:21][C:22](=[O:29])[CH2:23][S:24][CH2:25][C:26]([NH:11][C:10]2[CH:12]=[C:6]([C:3]3[CH:4]=[CH:5][O:1][CH:2]=3)[CH:7]=[CH:8][C:9]=2[CH3:13])=[O:27])=[C:17]([CH:16]=1)[C:30]([OH:32])=[O:31], predict the reactants needed to synthesize it.